From a dataset of Peptide-MHC class I binding affinity with 185,985 pairs from IEDB/IMGT. Regression. Given a peptide amino acid sequence and an MHC pseudo amino acid sequence, predict their binding affinity value. This is MHC class I binding data. (1) The peptide sequence is IEELRRHLL. The MHC is HLA-A32:01 with pseudo-sequence HLA-A32:01. The binding affinity (normalized) is 0. (2) The peptide sequence is LLWFHISCL. The MHC is HLA-A02:06 with pseudo-sequence HLA-A02:06. The binding affinity (normalized) is 0.451. (3) The peptide sequence is SLFNWLWYE. The MHC is HLA-B18:01 with pseudo-sequence HLA-B18:01. The binding affinity (normalized) is 0.0847. (4) The peptide sequence is GMFGGCFAA. The MHC is HLA-A02:01 with pseudo-sequence HLA-A02:01. The binding affinity (normalized) is 0.787. (5) The peptide sequence is YVYFYDLSY. The MHC is HLA-B57:01 with pseudo-sequence HLA-B57:01. The binding affinity (normalized) is 0.0847. (6) The binding affinity (normalized) is 0.331. The peptide sequence is NSRNTSMAM. The MHC is HLA-B07:02 with pseudo-sequence HLA-B07:02.